From a dataset of Reaction yield outcomes from USPTO patents with 853,638 reactions. Predict the reaction yield, written as a fraction of the theoretical maximum amount of product (1.0 means a 100% yield; for example, 0.34 means a 34% yield). (1) The reactants are [C:1]([C:3]1[CH:4]=[C:5]([CH:32]([CH3:34])[CH3:33])[C:6]2[O:10][C:9]([C:11]3[CH:30]=[CH:29][C:14]([C:15]([NH:17][CH2:18]OC(N4CCCOCC4)=O)=[O:16])=[CH:13][CH:12]=3)=[N:8][C:7]=2[CH:31]=1)#[N:2].[CH3:35][OH:36]. The catalyst is [Pd]. The product is [C:1]([C:3]1[CH:4]=[C:5]([CH:32]([CH3:34])[CH3:33])[C:6]2[O:10][C:9]([C:11]3[CH:12]=[CH:13][C:14]([C:15]([NH:17][CH2:18][C@H:5]4[O:36][CH2:35][CH2:9][NH:8][CH2:7][CH2:6]4)=[O:16])=[CH:29][CH:30]=3)=[N:8][C:7]=2[CH:31]=1)#[N:2]. The yield is 0.830. (2) The reactants are C1(C#CC2CC3(CCNCC3)ON=2)C=CC=CC=1.[OH:19][C:20]1[CH:21]=[C:22]([C:26]#[C:27][C:28]2[CH2:32][C:31]3([CH2:36][CH2:35][N:34](C(OC(C)(C)C)=O)[CH2:33]3)[O:30][N:29]=2)[CH:23]=[CH:24][CH:25]=1. The catalyst is C(Cl)(Cl)Cl. The product is [O:30]1[C:31]2([CH2:36][CH2:35][NH:34][CH2:33]2)[CH2:32][C:28]([C:27]#[C:26][C:22]2[CH:21]=[C:20]([OH:19])[CH:25]=[CH:24][CH:23]=2)=[N:29]1. The yield is 0.848. (3) The reactants are O=[C:2]1[C:11]2[C:10]([C:12](OC)=O)=[CH:9][CH:8]=[CH:7][C:6]=2[NH:5][CH:4]([C:16]2[CH:21]=[CH:20][CH:19]=[CH:18][CH:17]=2)[CH:3]1[C:22]1[CH:27]=[CH:26][CH:25]=[CH:24][CH:23]=1.[OH2:28].[NH2:29][NH2:30]. The catalyst is O. The product is [C:16]1([CH:4]2[NH:5][C:6]3[C:11]4[C:2](=[N:29][NH:30][C:12](=[O:28])[C:10]=4[CH:9]=[CH:8][CH:7]=3)[CH:3]2[C:22]2[CH:27]=[CH:26][CH:25]=[CH:24][CH:23]=2)[CH:17]=[CH:18][CH:19]=[CH:20][CH:21]=1. The yield is 0.160. (4) The reactants are [CH3:1][C:2]([CH3:33])([CH3:32])[CH2:3][C:4]([NH:6][C:7]1[C:8]([CH3:31])=[C:9]([CH3:30])[C:10]2[O:14][CH2:13][CH:12]([C:15]3[CH:20]=[CH:19][C:18]([CH2:21][CH2:22][C:23](OCC)=[O:24])=[CH:17][CH:16]=3)[C:11]=2[C:28]=1[CH3:29])=[O:5]. The catalyst is C(OCC)(=O)C.CCCCCC. The product is [OH:24][CH2:23][CH2:22][CH2:21][C:18]1[CH:17]=[CH:16][C:15]([CH:12]2[C:11]3[C:28]([CH3:29])=[C:7]([NH:6][C:4](=[O:5])[CH2:3][C:2]([CH3:1])([CH3:33])[CH3:32])[C:8]([CH3:31])=[C:9]([CH3:30])[C:10]=3[O:14][CH2:13]2)=[CH:20][CH:19]=1. The yield is 0.770. (5) The reactants are [NH2:1][C:2]1[CH:32]=[CH:31][C:5]([O:6][C:7]2[CH:12]=[CH:11][N:10]=[C:9]3[CH:13]=[C:14]([C:16]([NH:18][CH:19]4[CH2:23][CH2:22][N:21](C(OC(C)(C)C)=O)[CH2:20]4)=[O:17])[S:15][C:8]=23)=[C:4]([F:33])[CH:3]=1.[C:34]1([CH2:40][C:41]([N:43]=[C:44]=[S:45])=[O:42])[CH:39]=[CH:38][CH:37]=[CH:36][CH:35]=1. The catalyst is C1COCC1.C(O)(C(F)(F)F)=O.C(Cl)Cl. The product is [F:33][C:4]1[CH:3]=[C:2]([NH:1][C:44]([NH:43][C:41](=[O:42])[CH2:40][C:34]2[CH:35]=[CH:36][CH:37]=[CH:38][CH:39]=2)=[S:45])[CH:32]=[CH:31][C:5]=1[O:6][C:7]1[CH:12]=[CH:11][N:10]=[C:9]2[CH:13]=[C:14]([C:16]([NH:18][CH:19]3[CH2:23][CH2:22][NH:21][CH2:20]3)=[O:17])[S:15][C:8]=12. The yield is 0.800. (6) The reactants are [Si]([O:8][C@@H:9]1[CH2:13][C:12]([C:14]2[CH:19]=[CH:18][CH:17]=[C:16]([F:20])[CH:15]=2)=[N:11][CH2:10]1)(C(C)(C)C)(C)C.CC(O)=O.[BH4-].[Na+]. The catalyst is CO. The product is [F:20][C:16]1[CH:15]=[C:14]([C@@H:12]2[NH:11][CH2:10][C@H:9]([OH:8])[CH2:13]2)[CH:19]=[CH:18][CH:17]=1. The yield is 0.950.